This data is from Forward reaction prediction with 1.9M reactions from USPTO patents (1976-2016). The task is: Predict the product of the given reaction. (1) The product is: [S:26](=[O:28])(=[O:27])([O:22][CH:9]([CH2:10][CH2:11][C:12]1[CH:13]=[CH:14][C:15]([C:18]([F:20])([F:21])[F:19])=[CH:16][CH:17]=1)[CH2:8][CH2:7][C:1]1[CH:2]=[CH:3][CH:4]=[CH:5][CH:6]=1)[NH2:29]. Given the reactants [C:1]1([CH2:7][CH2:8][CH:9]([OH:22])[CH2:10][CH2:11][C:12]2[CH:17]=[CH:16][C:15]([C:18]([F:21])([F:20])[F:19])=[CH:14][CH:13]=2)[CH:6]=[CH:5][CH:4]=[CH:3][CH:2]=1.[H-].[Na+].Cl[S:26]([N:29]=C=O)(=[O:28])=[O:27].C(O)=O, predict the reaction product. (2) Given the reactants [CH3:1][N:2]([CH3:6])[CH2:3][CH2:4][NH2:5].[CH3:7][C@@H:8]1[CH2:30][C:29]2[C:31](=[O:32])[C:24](=[C:25]([C:35]3[CH:40]=[CH:39][C:38]([F:41])=[CH:37][CH:36]=3)[C:26]([C:28]=2OC)=[O:27])[NH:23][C:21](=[O:22])[C:20]([CH3:42])=[CH:19][CH:18]=[CH:17][C@H:16]([O:43][CH3:44])[C@@H:15]([O:45][C:46]([NH2:48])=[O:47])[C:14]([CH3:49])=[CH:13][C@H:12]([CH3:50])[C@@H:11]([OH:51])[C@@H:10]([O:52][CH3:53])[CH2:9]1, predict the reaction product. The product is: [C:46](=[O:47])([O:45][C@@H:15]1[C@@H:16]([O:43][CH3:44])[CH:17]=[CH:18][CH:19]=[C:20]([CH3:42])[C:21](=[O:22])[NH:23][C:24]2[C:31](=[O:32])[C:29]([CH2:30][C@@H:8]([CH3:7])[CH2:9][C@H:10]([O:52][CH3:53])[C@H:11]([OH:51])[C@@H:12]([CH3:50])[CH:13]=[C:14]1[CH3:49])=[C:28]([NH:5][CH2:4][CH2:3][N:2]([CH3:6])[CH3:1])[C:26](=[O:27])[C:25]=2[C:35]1[CH:36]=[CH:37][C:38]([F:41])=[CH:39][CH:40]=1)[NH2:48]. (3) Given the reactants [N:1]1([C:6]2[N:11]=[C:10]([C:12]3[S:13][CH:14]=[CH:15][CH:16]=3)[N:9]=[C:8]([NH2:17])[CH:7]=2)[CH:5]=[CH:4][CH:3]=[N:2]1.[C:18](O[C:18]([O:19][CH2:20][CH3:21])=[O:22])(=[O:22])[O:19][CH2:20][CH3:21].O, predict the reaction product. The product is: [N:1]1([C:6]2[N:11]=[C:10]([C:12]3[S:13][CH:14]=[CH:15][CH:16]=3)[N:9]=[C:8]([NH:17][C:18](=[O:22])[O:19][CH2:20][CH3:21])[CH:7]=2)[CH:5]=[CH:4][CH:3]=[N:2]1. (4) Given the reactants [NH2:1][C:2]1[CH:11]=[CH:10][C:5]([C:6]([O:8][CH3:9])=[O:7])=[C:4]([CH3:12])[N:3]=1.Cl[CH2:14][CH2:15][CH2:16][S:17](Cl)(=[O:19])=[O:18], predict the reaction product. The product is: [O:18]=[S:17]1(=[O:19])[CH2:16][CH2:15][CH2:14][N:1]1[C:2]1[CH:11]=[CH:10][C:5]([C:6]([O:8][CH3:9])=[O:7])=[C:4]([CH3:12])[N:3]=1. (5) The product is: [C@H:10]12[NH:15][C@H:13]([CH2:12][CH2:11]1)[CH2:14][C@H:9]2[NH:8][C:5]1[S:6][CH:7]=[C:3]([C:2]([F:24])([F:23])[F:1])[N:4]=1. Given the reactants [F:1][C:2]([F:24])([F:23])[C:3]1[N:4]=[C:5]([NH:8][C@@H:9]2[CH2:14][C@@H:13]3[N:15](C(OC(C)(C)C)=O)[C@H:10]2[CH2:11][CH2:12]3)[S:6][CH:7]=1.Cl, predict the reaction product. (6) Given the reactants [NH2:1][C:2]1[N:7]=[C:6]([N:8]2[C:12]3[CH:13]=[C:14](Br)[CH:15]=[CH:16][C:11]=3[N:10]([CH3:18])[C:9]2=[O:19])[CH:5]=[CH:4][N:3]=1.[CH3:20][C:21]1[O:25][N:24]=[C:23]([C@:26]([OH:30])([C:28]#[CH:29])[CH3:27])[CH:22]=1, predict the reaction product. The product is: [NH2:1][C:2]1[N:7]=[C:6]([N:8]2[C:12]3[CH:13]=[C:14]([C:29]#[C:28][C@@:26]([OH:30])([C:23]4[CH:22]=[C:21]([CH3:20])[O:25][N:24]=4)[CH3:27])[CH:15]=[CH:16][C:11]=3[N:10]([CH3:18])[C:9]2=[O:19])[CH:5]=[CH:4][N:3]=1. (7) The product is: [CH3:1][O:2][C:3]1[C:4]([CH2:13][OH:14])([CH2:17][CH2:18][CH:19]([CH3:20])[CH3:21])[C:5]2[C:10]([CH2:11][CH:12]=1)=[CH:9][CH:8]=[CH:7][CH:6]=2. Given the reactants [CH3:1][O:2][C:3]1[C:4]([CH2:17][CH2:18][CH:19]([CH3:21])[CH3:20])([C:13](OC)=[O:14])[C:5]2[C:10]([CH2:11][CH:12]=1)=[CH:9][CH:8]=[CH:7][CH:6]=2.[H-].[Al+3].[Li+].[H-].[H-].[H-], predict the reaction product. (8) Given the reactants [O:1]1[C:5]2[CH:6]=[CH:7][C:8]([C:10]([OH:12])=O)=[CH:9][C:4]=2[O:3][CH2:2]1.[NH2:13][CH:14]([CH2:17][CH2:18][CH3:19])[CH2:15][OH:16], predict the reaction product. The product is: [OH:16][CH2:15][CH:14]([NH:13][C:10]([C:8]1[CH:7]=[CH:6][C:5]2[O:1][CH2:2][O:3][C:4]=2[CH:9]=1)=[O:12])[CH2:17][CH2:18][CH3:19]. (9) The product is: [CH:30]1([CH2:33][N:14]2[CH2:13][CH2:12][C:11]3[C:16](=[CH:17][CH:18]=[C:9]([NH:8][C:5]4[N:4]=[C:3]([NH:19][C@@H:20]5[CH2:25][CH2:24][CH2:23][N:22]([C:26](=[O:29])[CH:27]=[CH2:28])[CH2:21]5)[C:2]([F:1])=[CH:7][N:6]=4)[CH:10]=3)[CH2:15]2)[CH2:32][CH2:31]1. Given the reactants [F:1][C:2]1[C:3]([NH:19][C@@H:20]2[CH2:25][CH2:24][CH2:23][N:22]([C:26](=[O:29])[CH:27]=[CH2:28])[CH2:21]2)=[N:4][C:5]([NH:8][C:9]2[CH:10]=[C:11]3[C:16](=[CH:17][CH:18]=2)[CH2:15][NH:14][CH2:13][CH2:12]3)=[N:6][CH:7]=1.[CH:30]1([CH:33]=O)[CH2:32][CH2:31]1.C(N(CC)CC)C.C(O[BH-](OC(=O)C)OC(=O)C)(=O)C.[Na+], predict the reaction product. (10) Given the reactants [F:1][C:2]1[CH:8]=[CH:7][C:5]([NH2:6])=[CH:4][CH:3]=1.[CH3:9][CH:10]([CH3:30])[CH:11]([C:17]1[NH:18][C:19](=[O:29])[CH:20]=[C:21]([N:23]2[CH2:28][CH2:27][O:26][CH2:25][CH2:24]2)[N:22]=1)[C:12](OCC)=[O:13], predict the reaction product. The product is: [F:1][C:2]1[CH:8]=[CH:7][C:5]([NH:6][C:12](=[O:13])[CH:11]([C:17]2[NH:18][C:19](=[O:29])[CH:20]=[C:21]([N:23]3[CH2:28][CH2:27][O:26][CH2:25][CH2:24]3)[N:22]=2)[CH:10]([CH3:30])[CH3:9])=[CH:4][CH:3]=1.